This data is from Catalyst prediction with 721,799 reactions and 888 catalyst types from USPTO. The task is: Predict which catalyst facilitates the given reaction. (1) Reactant: C(Cl)(=O)C.Cl.C(OC([N:13]1[CH2:18][C@@H:17]([CH3:19])[N:16]([C:20]2[CH:25]=[CH:24][C:23]([C:26](=[O:66])[NH:27][C:28]3[CH:33]=[CH:32][C:31]([C:34]4[CH:39]=[CH:38][C:37]([C:40]5[N:41]=[C:42]([C@@H:45]6[CH2:49][CH2:48][CH2:47][N:46]6[C:50](=[O:60])[C@@H:51]([NH:55][C:56]([O:58][CH3:59])=[O:57])[CH:52]([CH3:54])[CH3:53])[NH:43][CH:44]=5)=[CH:36][CH:35]=4)=[C:30]([O:61][C:62]([F:65])([F:64])[F:63])[CH:29]=3)=[CH:22][N:21]=2)[CH2:15][C@@H:14]1[CH3:67])=O)(C)(C)C. Product: [CH3:59][O:58][C:56](=[O:57])[NH:55][C@H:51]([C:50]([N:46]1[CH2:47][CH2:48][CH2:49][C@H:45]1[C:42]1[NH:43][CH:44]=[C:40]([C:37]2[CH:38]=[CH:39][C:34]([C:31]3[CH:32]=[CH:33][C:28]([NH:27][C:26]([C:23]4[CH:22]=[N:21][C:20]([N:16]5[CH2:15][C@H:14]([CH3:67])[NH:13][CH2:18][C@H:17]5[CH3:19])=[CH:25][CH:24]=4)=[O:66])=[CH:29][C:30]=3[O:61][C:62]([F:65])([F:63])[F:64])=[CH:35][CH:36]=2)[N:41]=1)=[O:60])[CH:52]([CH3:53])[CH3:54]. The catalyst class is: 8. (2) Reactant: [CH:1]1([C:4]2[CH:5]=[C:6]([C:33]([O:35][CH3:36])=[O:34])[C:7]([NH:10][C:11]3[CH:12]=[C:13]4[C:17](=[C:18]([C:20]5[CH:25]=[CH:24][CH:23]=[CH:22][CH:21]=5)[CH:19]=3)[N:16](C(OC(C)(C)C)=O)[CH:15]=[CH:14]4)=[N:8][CH:9]=2)[CH2:3][CH2:2]1. Product: [CH:1]1([C:4]2[CH:9]=[N:8][C:7]([NH:10][C:11]3[CH:12]=[C:13]4[C:17](=[C:18]([C:20]5[CH:25]=[CH:24][CH:23]=[CH:22][CH:21]=5)[CH:19]=3)[NH:16][CH:15]=[CH:14]4)=[C:6]([CH:5]=2)[C:33]([O:35][CH3:36])=[O:34])[CH2:3][CH2:2]1. The catalyst class is: 80. (3) Reactant: [NH2:1][C:2]1[N:7]=[CH:6][N:5]=[C:4]2[N:8]([C:33]3[CH:38]=[CH:37][C:36]([CH:39]=O)=[CH:35][CH:34]=3)[N:9]=[C:10]([C:11]3[CH:16]=[CH:15][C:14]([NH:17][C:18](=[O:30])[C:19]4[CH:24]=[CH:23][C:22]([C:25]([F:28])([F:27])[F:26])=[CH:21][C:20]=4[F:29])=[C:13]([O:31][CH3:32])[CH:12]=3)[C:3]=12.[CH3:41][O:42][CH2:43][CH2:44][N:45]1[CH2:50][CH2:49][NH:48][CH2:47][CH2:46]1.C(O[BH-](OC(=O)C)OC(=O)C)(=O)C.[Na+].[OH-].[Na+]. The catalyst class is: 68. Product: [NH2:1][C:2]1[N:7]=[CH:6][N:5]=[C:4]2[N:8]([C:33]3[CH:34]=[CH:35][C:36]([CH2:39][N:48]4[CH2:49][CH2:50][N:45]([CH2:44][CH2:43][O:42][CH3:41])[CH2:46][CH2:47]4)=[CH:37][CH:38]=3)[N:9]=[C:10]([C:11]3[CH:16]=[CH:15][C:14]([NH:17][C:18](=[O:30])[C:19]4[CH:24]=[CH:23][C:22]([C:25]([F:27])([F:28])[F:26])=[CH:21][C:20]=4[F:29])=[C:13]([O:31][CH3:32])[CH:12]=3)[C:3]=12. (4) Reactant: [N:1]1[CH:6]=[CH:5][CH:4]=[C:3](B(O)O)[CH:2]=1.Br[C:11]1[N:16]=[CH:15][C:14]([NH:17][C:18]([NH:20][CH2:21][CH2:22][CH2:23][CH2:24][N:25]2[CH2:30][CH2:29][CH2:28][CH2:27][CH2:26]2)=[O:19])=[CH:13][CH:12]=1.C(=O)([O-])[O-].[Na+].[Na+]. Product: [N:16]1[CH:15]=[C:14]([NH:17][C:18]([NH:20][CH2:21][CH2:22][CH2:23][CH2:24][N:25]2[CH2:30][CH2:29][CH2:28][CH2:27][CH2:26]2)=[O:19])[CH:13]=[CH:12][C:11]=1[C:3]1[CH:2]=[N:1][CH:6]=[CH:5][CH:4]=1. The catalyst class is: 790. (5) Reactant: [CH2:1]([O:8][C:9]1[CH:10]=[C:11]2[C:15](=[CH:16][C:17]=1[CH3:18])[NH:14][N:13]=[C:12]2[I:19])[C:2]1[CH:7]=[CH:6][CH:5]=[CH:4][CH:3]=1.C(=O)([O-])[O-].[K+].[K+].Br[CH2:27][C:28]([O:30][CH3:31])=[O:29]. Product: [CH2:1]([O:8][C:9]1[CH:10]=[C:11]2[C:15](=[CH:16][C:17]=1[CH3:18])[N:14]([CH2:27][C:28]([O:30][CH3:31])=[O:29])[N:13]=[C:12]2[I:19])[C:2]1[CH:3]=[CH:4][CH:5]=[CH:6][CH:7]=1. The catalyst class is: 23.